The task is: Predict the product of the given reaction.. This data is from Forward reaction prediction with 1.9M reactions from USPTO patents (1976-2016). (1) Given the reactants [Cl:1][C:2]1[CH:7]=[CH:6][C:5](/[CH:8]=[CH:9]/[C:10](O)=[O:11])=[CH:4][C:3]=1[F:13].CN(C=O)C.C(Cl)(=O)C([Cl:22])=O, predict the reaction product. The product is: [Cl:1][C:2]1[CH:7]=[CH:6][C:5](/[CH:8]=[CH:9]/[C:10]([Cl:22])=[O:11])=[CH:4][C:3]=1[F:13]. (2) Given the reactants [C:1]1([C:7]2[O:11][N:10]=[C:9]([C@H:12]3[CH2:16][CH2:15][CH2:14][N:13]3C(OC(C)(C)C)=O)[CH:8]=2)[CH:6]=[CH:5][CH:4]=[CH:3][CH:2]=1.C(O)(C(F)(F)F)=O, predict the reaction product. The product is: [C:1]1([C:7]2[O:11][N:10]=[C:9]([C@H:12]3[CH2:16][CH2:15][CH2:14][NH:13]3)[CH:8]=2)[CH:2]=[CH:3][CH:4]=[CH:5][CH:6]=1. (3) Given the reactants Cl[CH2:2][C:3]1[S:4][CH:5]=[CH:6][C:7]=1[S:8]([N:11]([CH3:26])[C:12]1[CH:13]=[CH:14][CH:15]=[C:16]2[C:20]=1[NH:19][C:18]([C:21]1[S:22][CH:23]=[CH:24][N:25]=1)=[CH:17]2)(=[O:10])=[O:9].[CH3:27][S-:28].[Na+], predict the reaction product. The product is: [CH3:26][N:11]([C:12]1[CH:13]=[CH:14][CH:15]=[C:16]2[C:20]=1[NH:19][C:18]([C:21]1[S:22][CH:23]=[CH:24][N:25]=1)=[CH:17]2)[S:8]([C:7]1[CH:6]=[CH:5][S:4][C:3]=1[CH2:2][S:28][CH3:27])(=[O:10])=[O:9]. (4) The product is: [Br:20][CH2:1][C:2]1[CH:11]=[CH:10][C:5]([C:6]([O:8][CH3:9])=[O:7])=[C:4]([O:12][S:13]([C:16]([F:19])([F:17])[F:18])(=[O:14])=[O:15])[CH:3]=1. Given the reactants [CH3:1][C:2]1[CH:11]=[CH:10][C:5]([C:6]([O:8][CH3:9])=[O:7])=[C:4]([O:12][S:13]([C:16]([F:19])([F:18])[F:17])(=[O:15])=[O:14])[CH:3]=1.[Br:20]N1C(=O)CCC1=O.C(OOC(=O)C1C=CC=CC=1)(=O)C1C=CC=CC=1, predict the reaction product. (5) Given the reactants CO[C:3]1[CH:8]=[C:7](C2CCN(C)CC2)[CH:6]=[CH:5][C:4]=1[NH:16][C:17](=O)C.[CH3:20][NH2:21].[O:22]1[CH2:27]COCC1, predict the reaction product. The product is: [CH3:20][NH:21][C:27](=[O:22])[C:3]1[CH:8]=[CH:7][CH:6]=[CH:5][C:4]=1[NH:16][CH3:17]. (6) The product is: [NH2:1][C:2]1[N:7]=[CH:6][C:5]([C:8]2[CH:29]=[CH:28][C:11]3[N:12]([C:24]([CH3:27])([CH3:26])[CH3:25])[C:13]([C:15]4[CH:16]=[C:17]([CH:20]=[CH:21][C:22]=4[N:31]4[CH:35]=[N:34][C:33]([CH3:36])=[N:32]4)[C:18]#[N:19])=[N:14][C:10]=3[CH:9]=2)=[CH:4][N:3]=1. Given the reactants [NH2:1][C:2]1[N:7]=[CH:6][C:5]([C:8]2[CH:29]=[CH:28][C:11]3[N:12]([C:24]([CH3:27])([CH3:26])[CH3:25])[C:13]([C:15]4[CH:16]=[C:17]([CH:20]=[CH:21][C:22]=4F)[C:18]#[N:19])=[N:14][C:10]=3[CH:9]=2)=[CH:4][N:3]=1.C[N:31]1[CH2:35][N:34]=[CH:33][NH:32]1.[C:36]([O-])([O-])=O.[K+].[K+], predict the reaction product.